This data is from Full USPTO retrosynthesis dataset with 1.9M reactions from patents (1976-2016). The task is: Predict the reactants needed to synthesize the given product. (1) Given the product [Cl:16][C:17]1[CH:22]=[C:21]([CH:7]([C:9]2[CH:14]=[CH:13][CH:12]=[CH:11][C:10]=2[F:15])[CH3:8])[N:20]=[CH:19][N:18]=1, predict the reactants needed to synthesize it. The reactants are: [Cl-].C[SiH](C)C.Br[CH:7]([C:9]1[CH:14]=[CH:13][CH:12]=[CH:11][C:10]=1[F:15])[CH3:8].[Cl:16][C:17]1[CH:22]=[C:21](Cl)[N:20]=[CH:19][N:18]=1.O. (2) Given the product [F:1][C:2]1[CH:3]=[CH:4][C:5]([CH2:6][O:7][C:8]2[CH:13]=[CH:12][N:11]([C:14]3[CH:19]=[CH:18][C:17]([O:20][CH2:26][C:27]([O:29][CH3:30])=[O:28])=[C:16]([CH2:21][CH3:31])[CH:15]=3)[C:10](=[O:22])[CH:9]=2)=[CH:23][CH:24]=1, predict the reactants needed to synthesize it. The reactants are: [F:1][C:2]1[CH:24]=[CH:23][C:5]([CH2:6][O:7][C:8]2[CH:13]=[CH:12][N:11]([C:14]3[CH:19]=[CH:18][C:17]([OH:20])=[C:16]([CH3:21])[CH:15]=3)[C:10](=[O:22])[CH:9]=2)=[CH:4][CH:3]=1.Br[CH2:26][C:27]([O:29][CH3:30])=[O:28].[C:31]([O-])([O-])=O.[K+].[K+]. (3) Given the product [Cl:17][C:14]1[CH:15]=[CH:16][C:11]([NH:10][C:8]([C:7]2[C:2]([NH:18][C:19]3[CH:27]=[C:26]4[C:22]([CH:23]=[N:24][NH:25]4)=[CH:21][CH:20]=3)=[N:3][CH:4]=[CH:5][CH:6]=2)=[O:9])=[CH:12][CH:13]=1, predict the reactants needed to synthesize it. The reactants are: Cl[C:2]1[C:7]([C:8]([NH:10][C:11]2[CH:16]=[CH:15][C:14]([Cl:17])=[CH:13][CH:12]=2)=[O:9])=[CH:6][CH:5]=[CH:4][N:3]=1.[NH2:18][C:19]1[CH:27]=[C:26]2[C:22]([CH:23]=[N:24][NH:25]2)=[CH:21][CH:20]=1. (4) The reactants are: [F:1][C:2]1[CH:3]=[CH:4][C:5]([NH:8][NH2:9])=[N:6][CH:7]=1.O=[CH:11][C:12]([O:14][CH2:15][CH3:16])=[O:13].C(OI(C1C=CC=CC=1)OC(=O)C)(=O)C. Given the product [F:1][C:2]1[CH:3]=[CH:4][C:5]2[N:6]([C:11]([C:12]([O:14][CH2:15][CH3:16])=[O:13])=[N:9][N:8]=2)[CH:7]=1, predict the reactants needed to synthesize it. (5) Given the product [Cl:34][C:31]1[CH:32]=[CH:33][C:28]([N:21]2[C:20]([CH:13]([CH:14]3[CH2:19][CH2:18][CH2:17][CH2:16][CH2:15]3)[CH2:12][O:11][C:7]3[C:8]([CH3:10])=[CH:9][C:4]([C:3]([OH:36])=[O:2])=[CH:5][C:6]=3[CH3:35])=[C:24]3[CH2:25][CH2:26][CH2:27][C:23]3=[N:22]2)=[CH:29][CH:30]=1, predict the reactants needed to synthesize it. The reactants are: C[O:2][C:3](=[O:36])[C:4]1[CH:9]=[C:8]([CH3:10])[C:7]([O:11][CH2:12][CH:13]([C:20]2[N:21]([C:28]3[CH:33]=[CH:32][C:31]([Cl:34])=[CH:30][CH:29]=3)[N:22]=[C:23]3[CH2:27][CH2:26][CH2:25][C:24]=23)[CH:14]2[CH2:19][CH2:18][CH2:17][CH2:16][CH2:15]2)=[C:6]([CH3:35])[CH:5]=1.[OH-].[Li+]. (6) The reactants are: [CH3:1][C:2]([CH3:12])=[CH:3][CH2:4][C:5]1[CH:10]=[CH:9][C:8]([OH:11])=[CH:7][CH:6]=1.[Al].[CH2:14]([CH:19]1[CH2:24][CH2:23][CH:22]([OH:25])[CH2:21][CH2:20]1)[CH2:15][CH:16]([CH3:18])[CH3:17]. Given the product [CH2:4]([C@@H:5]1[CH2:6][CH2:7][C@H:8]([OH:11])[CH2:9][CH2:10]1)[CH2:3][CH:2]([CH3:12])[CH3:1].[CH2:14]([C@H:19]1[CH2:20][CH2:21][C@H:22]([OH:25])[CH2:23][CH2:24]1)[CH2:15][CH:16]([CH3:18])[CH3:17], predict the reactants needed to synthesize it. (7) Given the product [ClH:30].[F:1][C:2]1[CH:29]=[CH:28][CH:27]=[CH:26][C:3]=1[O:4][C@@H:5]1[CH2:9][CH2:8][N:7]([C:10]([C:12]2[CH:17]=[CH:16][CH:15]=[C:14]([N:18]3[CH2:24][CH2:23][CH2:22][N:21]([CH3:25])[CH2:20][CH2:19]3)[N:13]=2)=[O:11])[CH2:6]1, predict the reactants needed to synthesize it. The reactants are: [F:1][C:2]1[CH:29]=[CH:28][CH:27]=[CH:26][C:3]=1[O:4][C@@H:5]1[CH2:9][CH2:8][N:7]([C:10]([C:12]2[CH:17]=[CH:16][CH:15]=[C:14]([N:18]3[CH2:24][CH2:23][CH2:22][N:21]([CH3:25])[CH2:20][CH2:19]3)[N:13]=2)=[O:11])[CH2:6]1.[ClH:30].